Dataset: Catalyst prediction with 721,799 reactions and 888 catalyst types from USPTO. Task: Predict which catalyst facilitates the given reaction. (1) Reactant: [C:1]1([Mg]Br)[CH:6]=[CH:5][CH:4]=[CH:3][CH:2]=1.[CH2:9]([N:16]1[CH2:25][CH2:24][C:23]2[C:18](=[CH:19][CH:20]=[CH:21][CH:22]=2)[CH:17]1[C:26]1[CH:31]=[CH:30][CH:29]=[CH:28][CH:27]=1)[C:10]1[CH:15]=[CH:14][CH:13]=[CH:12][CH:11]=1.[Cl-].[NH4+]. Product: [CH2:9]([N:16]1[CH2:25][CH2:24][C:23]2[C:18](=[CH:19][CH:20]=[CH:21][CH:22]=2)[C:17]1([C:1]1[CH:6]=[CH:5][CH:4]=[CH:3][CH:2]=1)[C:26]1[CH:31]=[CH:30][CH:29]=[CH:28][CH:27]=1)[C:10]1[CH:11]=[CH:12][CH:13]=[CH:14][CH:15]=1. The catalyst class is: 1. (2) The catalyst class is: 14. Product: [C:31]([O:30][C:29]([NH:28][C:25]1[CH:24]=[C:23]2[N:22]=[C:10]3[CH2:9][CH2:8][N:7]([C:12]4[CH:13]=[C:14]([CH:19]=[CH:20][CH:21]=4)[C:15]([O:17][CH3:18])=[O:16])[CH2:6][C:5]3=[CH:4][N:27]2[N:26]=1)=[O:35])([CH3:32])([CH3:34])[CH3:33]. Reactant: CN([CH:4]=[C:5]1[C:10](=O)[CH2:9][CH2:8][N:7]([C:12]2[CH:13]=[C:14]([CH:19]=[CH:20][CH:21]=2)[C:15]([O:17][CH3:18])=[O:16])[CH2:6]1)C.[NH2:22][C:23]1[NH:27][N:26]=[C:25]([NH:28][C:29](=[O:35])[O:30][C:31]([CH3:34])([CH3:33])[CH3:32])[CH:24]=1.